Predict which catalyst facilitates the given reaction. From a dataset of Catalyst prediction with 721,799 reactions and 888 catalyst types from USPTO. (1) Reactant: [CH2:1]([N:4]([CH2:8][C:9]1[CH:14]=[CH:13][C:12]([NH2:15])=[CH:11][CH:10]=1)[CH2:5][CH2:6][CH3:7])[CH2:2][CH3:3].[NH:16]1[CH:20]=[CH:19][N:18]=[C:17]1[CH2:21][N:22]([CH2:29][C:30]1[CH:38]=[CH:37][C:33]([C:34](O)=[O:35])=[CH:32][CH:31]=1)[CH2:23][C:24]1[NH:25][CH:26]=[CH:27][N:28]=1.C1C=CC2N(O)N=NC=2C=1.N=C=N. Product: [NH:16]1[CH:20]=[CH:19][N:18]=[C:17]1[CH2:21][N:22]([CH2:29][C:30]1[CH:38]=[CH:37][C:33]([C:34]([NH:15][C:12]2[CH:13]=[CH:14][C:9]([CH2:8][N:4]([CH2:5][CH2:6][CH3:7])[CH2:1][CH2:2][CH3:3])=[CH:10][CH:11]=2)=[O:35])=[CH:32][CH:31]=1)[CH2:23][C:24]1[NH:28][CH:27]=[CH:26][N:25]=1. The catalyst class is: 3. (2) Product: [CH3:10][C:9]1[C:8]2[CH:11]=[CH:12][C:13]([C:15]([F:18])([F:17])[F:16])=[CH:14][C:7]=2[S:6][C:5]=1[C:3](=[O:4])[CH:21]=[CH2:22]. The catalyst class is: 295. Reactant: CN(OC)[C:3]([C:5]1[S:6][C:7]2[CH:14]=[C:13]([C:15]([F:18])([F:17])[F:16])[CH:12]=[CH:11][C:8]=2[C:9]=1[CH3:10])=[O:4].[CH:21]([Mg]Br)=[CH2:22]. (3) The catalyst class is: 5. Reactant: Cl.[CH2:2]([NH2:6])[CH2:3][C:4]#[CH:5].C([O-])([O-])=O.[K+].[K+].O=[C:14]1[CH2:19][CH2:18][N:17]([C:20]([O:22][C:23]([CH3:26])([CH3:25])[CH3:24])=[O:21])[CH2:16][CH2:15]1.[BH-](OC(C)=O)(OC(C)=O)OC(C)=O.[Na+]. Product: [CH2:2]([NH:6][CH:14]1[CH2:19][CH2:18][N:17]([C:20]([O:22][C:23]([CH3:26])([CH3:25])[CH3:24])=[O:21])[CH2:16][CH2:15]1)[CH2:3][C:4]#[CH:5]. (4) Reactant: [C:1]([OH:16])(=[O:15])[CH2:2][CH2:3][CH2:4][CH2:5][CH2:6][CH2:7][CH2:8][CH2:9][CH2:10][CH2:11][CH2:12]CC.C(O)(=O)CCCCCCCCCCCCCC.C(O)(=O)CCCCCCCCCCCCCCC.C(O)(=O)CCCCCCCCCCCCCCCC.C(O)(=O)CCCCCCCCCCCCCCCCC.C(O)(=O)CCCCCCC/C=C\CCCCCCCC.O=C(OCC(OC(=O)CCCCCCC/C=C\CCCCCCCC)COC(=O)CCCCCCC/C=C\CCCCCCCC)CCCCCCC/C=C\CCCCCCCC.C(OCCCCCCCCCCCCCCCC)(=O)CCCCCCCCCCCCCCC.CC(=CCC/C(=C/CC/C(=C/CC/C=C(/CC/C=C(/CCC=C(C)C)\C)\C)/C)/C)C.C. Product: [C:1]([OH:16])(=[O:15])[CH2:2][CH2:3][CH2:4][CH2:5][CH2:6][CH2:7][CH2:8][CH2:9][CH2:10][CH2:11][CH3:12]. The catalyst class is: 6. (5) Reactant: [CH2:1]([O:3][C:4](=[O:16])[CH2:5][C:6]1[N:14]2[C:9]([CH:10]=[CH:11][CH:12]=[CH:13]2)=[CH:8][C:7]=1[CH3:15])[CH3:2].[S:17]1[C:21]2[CH:22]=[CH:23][CH:24]=[CH:25][C:20]=2[N:19]=[C:18]1[S:26][S:26][C:18]1[S:17][C:21]2[CH:22]=[CH:23][CH:24]=[CH:25][C:20]=2[N:19]=1. The catalyst class is: 8. Product: [CH2:1]([O:3][C:4](=[O:16])[CH2:5][C:6]1[N:14]2[C:9]([CH:10]=[CH:11][CH:12]=[CH:13]2)=[C:8]([S:26][C:18]2[S:17][C:21]3[CH:22]=[CH:23][CH:24]=[CH:25][C:20]=3[N:19]=2)[C:7]=1[CH3:15])[CH3:2]. (6) Reactant: [F:1][C:2]([F:17])([S:13]([O-:16])(=[O:15])=[O:14])[C:3]([F:12])([F:11])[C:4]([F:10])([F:9])[C:5]([F:8])([F:7])[F:6].[K+].Cl. Product: [F:17][C:2]([F:1])([S:13]([OH:16])(=[O:15])=[O:14])[C:3]([F:11])([F:12])[C:4]([F:10])([F:9])[C:5]([F:8])([F:7])[F:6]. The catalyst class is: 5. (7) Reactant: [C:1]1([NH:7][C:8]2[CH:13]=[CH:12][CH:11]=[CH:10][CH:9]=2)[CH:6]=[CH:5][CH:4]=[CH:3][CH:2]=1.Br[C:15]1[CH:20]=[CH:19][C:18]([CH2:21][CH2:22][CH2:23][CH2:24][CH2:25][CH2:26][CH2:27][CH2:28][CH2:29][CH2:30][CH2:31][CH3:32])=[CH:17][CH:16]=1.C(P(C(C)(C)C)C(C)(C)C)(C)(C)C.CC(C)([O-])C.[K+]. The catalyst class is: 487. Product: [CH2:21]([C:18]1[CH:19]=[CH:20][C:15]([N:7]([C:8]2[CH:9]=[CH:10][CH:11]=[CH:12][CH:13]=2)[C:1]2[CH:6]=[CH:5][CH:4]=[CH:3][CH:2]=2)=[CH:16][CH:17]=1)[CH2:22][CH2:23][CH2:24][CH2:25][CH2:26][CH2:27][CH2:28][CH2:29][CH2:30][CH2:31][CH3:32]. (8) Reactant: [Cl:1][C:2]1[CH:3]=[C:4]([F:9])[C:5](F)=[N:6][CH:7]=1.[OH-].[NH4+:11]. Product: [Cl:1][C:2]1[CH:3]=[C:4]([F:9])[C:5]([NH2:11])=[N:6][CH:7]=1. The catalyst class is: 6. (9) Reactant: [NH2:1][C:2]1[CH:7]=[CH:6][C:5]([OH:8])=[C:4]([CH3:9])[CH:3]=1.Cl.Cl[C:12]1[CH:17]=[CH:16][N:15]=[CH:14][CH:13]=1.CC(C)([O-])C.[K+].CN1C(=O)N(C)CCC1. Product: [CH3:9][C:4]1[CH:3]=[C:2]([CH:7]=[CH:6][C:5]=1[O:8][C:12]1[CH:17]=[CH:16][N:15]=[CH:14][CH:13]=1)[NH2:1]. The catalyst class is: 18. (10) Reactant: [CH3:1][N:2]1[CH2:7][CH2:6][N:5]([C:8]2[C:16]3[C:11](=[CH:12][C:13]([C:17]([O-:19])=O)=[CH:14][CH:15]=3)[NH:10][N:9]=2)[CH2:4][CH2:3]1.[Li+].C(Cl)CCl.C1C=CC2N(O)N=NC=2C=1.CCN(CC)CC.[CH2:42]([NH2:49])[C:43]1[CH:48]=[CH:47][CH:46]=[CH:45][CH:44]=1. Product: [CH2:42]([NH:49][C:17]([C:13]1[CH:12]=[C:11]2[C:16]([C:8]([N:5]3[CH2:4][CH2:3][N:2]([CH3:1])[CH2:7][CH2:6]3)=[N:9][NH:10]2)=[CH:15][CH:14]=1)=[O:19])[C:43]1[CH:48]=[CH:47][CH:46]=[CH:45][CH:44]=1. The catalyst class is: 39.